This data is from Catalyst prediction with 721,799 reactions and 888 catalyst types from USPTO. The task is: Predict which catalyst facilitates the given reaction. (1) Reactant: C(OC(=O)[NH:7][C@H:8]([C:17](=[O:27])[NH:18][C:19]1[CH:24]=[CH:23][C:22]([C:25]#[CH:26])=[CH:21][CH:20]=1)[C@H:9]([C:11]1[CH:16]=[CH:15][CH:14]=[CH:13][CH:12]=1)[CH3:10])(C)(C)C. Product: [NH2:7][C@@H:8]([C@H:9]([C:11]1[CH:12]=[CH:13][CH:14]=[CH:15][CH:16]=1)[CH3:10])[C:17]([NH:18][C:19]1[CH:24]=[CH:23][C:22]([C:25]#[CH:26])=[CH:21][CH:20]=1)=[O:27]. The catalyst class is: 106. (2) Reactant: [O:1]=[C:2]([C@H:4]([CH2:6][C:7]1[CH:14]=[C:12]([OH:13])[C:10]([OH:11])=[CH:9][CH:8]=1)[NH2:5])[OH:3].C([O-])([O-])=O.[Na+].[Na+].[C:21](Cl)(=[O:25])[C:22]([CH3:24])=[CH2:23].Cl. Product: [C:21]([NH:5][C@H:4]([C:2]([OH:3])=[O:1])[CH2:6][C:7]1[CH:8]=[CH:9][C:10]([OH:11])=[C:12]([OH:13])[CH:14]=1)(=[O:25])[C:22]([CH3:24])=[CH2:23]. The catalyst class is: 6. (3) The catalyst class is: 402. Reactant: [CH2:1]([C:3]1[CH:7]=[C:6]([C:8]([OH:10])=O)[N:5]([CH3:11])[N:4]=1)[CH3:2].O1CCCC1.C(Cl)(=O)C(Cl)=O.[NH2:23][C:24]1[CH:25]=[C:26]([CH:43]=[CH:44][C:45]=1[F:46])[O:27][C:28]1[CH:29]=[CH:30][C:31]2[N:32]([N:34]=[C:35]([NH:37][C:38]([CH:40]3[CH2:42][CH2:41]3)=[O:39])[N:36]=2)[CH:33]=1. Product: [CH:40]1([C:38]([NH:37][C:35]2[N:36]=[C:31]3[CH:30]=[CH:29][C:28]([O:27][C:26]4[CH:43]=[CH:44][C:45]([F:46])=[C:24]([NH:23][C:8]([C:6]5[N:5]([CH3:11])[N:4]=[C:3]([CH2:1][CH3:2])[CH:7]=5)=[O:10])[CH:25]=4)=[CH:33][N:32]3[N:34]=2)=[O:39])[CH2:41][CH2:42]1. (4) The catalyst class is: 194. Product: [Cl:5][C:6]1[CH:11]=[C:10]([Cl:12])[CH:9]=[CH:8][C:7]=1[C@@H:13]([CH3:27])[C@:14]([C:20]1[CH:25]=[N:24][CH:23]=[C:22]([CH3:26])[N:21]=1)([OH:19])[C:15]([F:18])([F:16])[F:17]. Reactant: C(O)(C)C.[Cl:5][C:6]1[CH:11]=[C:10]([Cl:12])[CH:9]=[CH:8][C:7]=1[CH:13]([CH3:27])[C:14]([C:20]1[CH:25]=[N:24][CH:23]=[C:22]([CH3:26])[N:21]=1)([OH:19])[C:15]([F:18])([F:17])[F:16].